This data is from Reaction yield outcomes from USPTO patents with 853,638 reactions. The task is: Predict the reaction yield, written as a fraction of the theoretical maximum amount of product (1.0 means a 100% yield; for example, 0.34 means a 34% yield). The reactants are [C:1]1([C:7]2[C:8]3[CH:18]=[CH:17][CH:16]=[CH:15][C:9]=3[NH:10][C:11](=[O:14])[CH2:12][N:13]=2)[CH:6]=[CH:5][CH:4]=[CH:3][CH:2]=1.Br[CH2:20][CH2:21][CH2:22][CH2:23][CH2:24][C:25]([O:27][CH2:28][CH3:29])=[O:26].C(=O)([O-])[O-].[K+].[K+]. The catalyst is CN(C=O)C. The product is [O:14]=[C:11]1[N:10]([CH2:20][CH2:21][CH2:22][CH2:23][CH2:24][C:25]([O:27][CH2:28][CH3:29])=[O:26])[C:9]2[CH:15]=[CH:16][CH:17]=[CH:18][C:8]=2[C:7]([C:1]2[CH:2]=[CH:3][CH:4]=[CH:5][CH:6]=2)=[N:13][CH2:12]1. The yield is 0.630.